From a dataset of Catalyst prediction with 721,799 reactions and 888 catalyst types from USPTO. Predict which catalyst facilitates the given reaction. (1) Reactant: [CH:1]1([NH:6][C:7]([C:9]2[C:13]([CH2:14][NH:15][CH:16]([CH3:18])[CH3:17])=[C:12]([C:19]3[CH:24]=[CH:23][C:22]([C:25]([F:28])([F:27])[F:26])=[CH:21][CH:20]=3)[O:11][N:10]=2)=[O:8])[CH2:5][CH2:4][CH2:3][CH2:2]1.[CH3:29][S:30](Cl)(=[O:32])=[O:31].C(N(CC)CC)C. Product: [CH:1]1([NH:6][C:7]([C:9]2[C:13]([CH2:14][N:15]([CH:16]([CH3:18])[CH3:17])[S:30]([CH3:29])(=[O:32])=[O:31])=[C:12]([C:19]3[CH:24]=[CH:23][C:22]([C:25]([F:27])([F:28])[F:26])=[CH:21][CH:20]=3)[O:11][N:10]=2)=[O:8])[CH2:2][CH2:3][CH2:4][CH2:5]1. The catalyst class is: 2. (2) Reactant: C([O:9][C:10]1[CH:18]=[CH:17][C:16]2[C@@H:15]3[C@@H:19]([C:20]([O:22][CH2:23][CH3:24])=[O:21])[C@@H:14]3[CH2:13][C:12]=2[CH:11]=1)(=O)C1C=CC=CC=1.CC[O-].[Na+]. Product: [OH:9][C:10]1[CH:18]=[CH:17][C:16]2[C@@H:15]3[C@@H:19]([C:20]([O:22][CH2:23][CH3:24])=[O:21])[C@@H:14]3[CH2:13][C:12]=2[CH:11]=1. The catalyst class is: 8. (3) The catalyst class is: 110. Reactant: Cl[C:2]1[C:14]2[C:13]3[CH:12]=[C:11]([F:15])[CH:10]=[CH:9][C:8]=3[NH:7][C:6]=2[C:5]([C:16]#[N:17])=[CH:4][N:3]=1.[CH:18]1([CH:21]([NH2:23])[CH3:22])[CH2:20][CH2:19]1.C1C=CC(P(C2C(C3C(P(C4C=CC=CC=4)C4C=CC=CC=4)=CC=C4C=3C=CC=C4)=C3C(C=CC=C3)=CC=2)C2C=CC=CC=2)=CC=1.CC(C)([O-])C.[Na+]. Product: [CH:18]1([CH:21]([NH:23][C:2]2[C:14]3[C:13]4[CH:12]=[C:11]([F:15])[CH:10]=[CH:9][C:8]=4[NH:7][C:6]=3[C:5]([C:16]#[N:17])=[CH:4][N:3]=2)[CH3:22])[CH2:20][CH2:19]1. (4) Reactant: [F-:1].[Cs+].Cl[C:4]1[C:13]([N+:14]([O-:16])=[O:15])=[CH:12][CH:11]=[CH:10][C:5]=1[C:6]([O:8][CH3:9])=[O:7]. Product: [F:1][C:4]1[C:13]([N+:14]([O-:16])=[O:15])=[CH:12][CH:11]=[CH:10][C:5]=1[C:6]([O:8][CH3:9])=[O:7]. The catalyst class is: 9. (5) Reactant: [OH-].[Na+].[CH3:3][C:4]([CH3:37])([CH2:9][O:10][C:11]1[CH:16]=[CH:15][C:14]([C:17]2[CH:26]=[C:25]3[C:20]([C:21]([C:28](=[O:36])[NH:29][C:30]4[CH:35]=[CH:34][CH:33]=[CH:32][CH:31]=4)=[CH:22][C:23]([CH3:27])=[N:24]3)=[CH:19][CH:18]=2)=[CH:13][N:12]=1)[C:5]([O:7]C)=[O:6].O1CCCC1.Cl. Product: [CH3:3][C:4]([CH3:37])([CH2:9][O:10][C:11]1[CH:16]=[CH:15][C:14]([C:17]2[CH:26]=[C:25]3[C:20]([C:21]([C:28](=[O:36])[NH:29][C:30]4[CH:35]=[CH:34][CH:33]=[CH:32][CH:31]=4)=[CH:22][C:23]([CH3:27])=[N:24]3)=[CH:19][CH:18]=2)=[CH:13][N:12]=1)[C:5]([OH:7])=[O:6]. The catalyst class is: 5.